This data is from Forward reaction prediction with 1.9M reactions from USPTO patents (1976-2016). The task is: Predict the product of the given reaction. (1) Given the reactants C(OC([N:8]1[CH2:13][CH2:12][C:11](=[CH:14][C:15]2[CH:20]=[CH:19][CH:18]=[CH:17][C:16]=2[Br:21])[CH2:10][CH2:9]1)=O)(C)(C)C.[H][H], predict the reaction product. The product is: [Br:21][C:16]1[CH:17]=[CH:18][CH:19]=[CH:20][C:15]=1[CH2:14][CH:11]1[CH2:10][CH2:9][NH:8][CH2:13][CH2:12]1. (2) The product is: [F:30][C:10]1[CH:11]=[C:12]([CH2:13][O:14][C:15]2[CH:20]=[CH:19][C:18]([CH2:21][CH2:22][C:23]([O:25][CH2:26][CH3:27])=[O:24])=[C:17]([CH3:28])[C:16]=2[CH3:29])[C:6]2[O:5][C:4]([CH2:3][CH2:2][NH:1][S:39]([CH3:38])(=[O:41])=[O:40])=[CH:8][C:7]=2[CH:9]=1. Given the reactants [NH2:1][CH2:2][CH2:3][C:4]1[O:5][C:6]2[C:12]([CH2:13][O:14][C:15]3[CH:20]=[CH:19][C:18]([CH2:21][CH2:22][C:23]([O:25][CH2:26][CH3:27])=[O:24])=[C:17]([CH3:28])[C:16]=3[CH3:29])=[CH:11][C:10]([F:30])=[CH:9][C:7]=2[CH:8]=1.C(N(CC)CC)C.[CH3:38][S:39](Cl)(=[O:41])=[O:40], predict the reaction product.